From a dataset of Forward reaction prediction with 1.9M reactions from USPTO patents (1976-2016). Predict the product of the given reaction. (1) Given the reactants [N+:1]([C:4]1[CH:12]=[CH:11][C:10]([C:13]([NH2:15])=[O:14])=[C:9]2[C:5]=1[CH:6]=[C:7]([C:16]1[CH:21]=[CH:20][CH:19]=[CH:18][CH:17]=1)[NH:8]2)([O-])=O, predict the reaction product. The product is: [NH2:1][C:4]1[CH:12]=[CH:11][C:10]([C:13]([NH2:15])=[O:14])=[C:9]2[C:5]=1[CH:6]=[C:7]([C:16]1[CH:17]=[CH:18][CH:19]=[CH:20][CH:21]=1)[NH:8]2. (2) Given the reactants [Cl:1][C:2]1[CH:7]=[CH:6][C:5]([C:8]2[C:13]([C:14]3[CH:19]=[CH:18][C:17]([Cl:20])=[CH:16][CH:15]=3)=[N:12][C:11]([CH:21]3[CH2:26][CH2:25][NH:24][CH2:23][CH2:22]3)=[CH:10][N:9]=2)=[CH:4][CH:3]=1.[CH3:27][N:28]([CH3:33])[S:29](Cl)(=[O:31])=[O:30], predict the reaction product. The product is: [CH3:27][N:28]([CH3:33])[S:29]([N:24]1[CH2:25][CH2:26][CH:21]([C:11]2[CH:10]=[N:9][C:8]([C:5]3[CH:6]=[CH:7][C:2]([Cl:1])=[CH:3][CH:4]=3)=[C:13]([C:14]3[CH:19]=[CH:18][C:17]([Cl:20])=[CH:16][CH:15]=3)[N:12]=2)[CH2:22][CH2:23]1)(=[O:31])=[O:30]. (3) Given the reactants [CH3:1][O:2][C:3](=[O:66])[NH:4][CH:5]([C:60]1[CH:65]=[CH:64][CH:63]=[CH:62][CH:61]=1)[C:6]([N:8]1[CH2:12][C:11]([F:14])([F:13])[CH2:10][CH:9]1[C:15]1[NH:16][C:17]([C:20]2[CH:25]=[CH:24][C:23]([C:26]3[CH:35]=[CH:34][C:33]4[C:28](=[CH:29][CH:30]=[C:31]([C:36]5[NH:37][C:38]([CH:41]6[CH2:45][CH2:44][CH2:43][N:42]6[C:46](=[O:59])[CH:47]([NH:54][C:55]([O:57][CH3:58])=[O:56])[CH:48]6[CH2:53]COC[CH2:49]6)=[N:39][CH:40]=5)[CH:32]=4)[CH:27]=3)=[CH:22][CH:21]=2)=[CH:18][N:19]=1)=[O:7].COC(NC(C1CCOCC1)C(O)=O)=O, predict the reaction product. The product is: [CH3:58][O:57][C:55](=[O:56])[NH:54][CH:47]([C:46]([N:42]1[CH2:43][CH2:44][CH2:45][CH:41]1[C:38]1[NH:37][C:36]([C:31]2[CH:30]=[CH:29][C:28]3[C:33](=[CH:34][CH:35]=[C:26]([C:23]4[CH:22]=[CH:21][C:20]([C:17]5[NH:16][C:15]([CH:9]6[CH2:10][C:11]([F:13])([F:14])[CH2:12][N:8]6[C:6](=[O:7])[CH:5]([NH:4][C:3]([O:2][CH3:1])=[O:66])[C:60]6[CH:61]=[CH:62][CH:63]=[CH:64][CH:65]=6)=[N:19][CH:18]=5)=[CH:25][CH:24]=4)[CH:27]=3)[CH:32]=2)=[CH:40][N:39]=1)=[O:59])[CH:48]([CH3:53])[CH3:49]. (4) Given the reactants [ClH:1].C(OC([N:9]1[CH2:14][CH2:13][CH:12]([CH2:15][CH2:16][CH2:17][O:18][C:19]2[CH:24]=[CH:23][C:22]([C:25]([N:27]3[CH2:36][C:35]4[CH:34]=[N:33][N:32]([CH3:37])[C:31]=4[NH:30][C:29]4[CH:38]=[CH:39][CH:40]=[CH:41][C:28]3=4)=[O:26])=[CH:21][C:20]=2[CH3:42])[CH2:11][CH2:10]1)=O)(C)(C)C, predict the reaction product. The product is: [ClH:1].[CH3:37][N:32]1[C:31]2[NH:30][C:29]3[CH:38]=[CH:39][CH:40]=[CH:41][C:28]=3[N:27]([C:25]([C:22]3[CH:23]=[CH:24][C:19]([O:18][CH2:17][CH2:16][CH2:15][CH:12]4[CH2:13][CH2:14][NH:9][CH2:10][CH2:11]4)=[C:20]([CH3:42])[CH:21]=3)=[O:26])[CH2:36][C:35]=2[CH:34]=[N:33]1. (5) Given the reactants [CH3:1][O:2][C:3]1[CH:4]=[C:5]2[C:10](=[CH:11][C:12]=1[O:13][CH2:14][C@H:15]1[CH2:17][O:16]1)[N:9]=[CH:8][N:7]=[C:6]2[O:18][C:19]1[CH:20]=[C:21]2[C:25](=[CH:26][CH:27]=1)[NH:24][C:23]([CH3:28])=[CH:22]2.[CH2:29]([NH:31][CH2:32][CH3:33])[CH3:30], predict the reaction product. The product is: [CH2:29]([N:31]([CH2:17][C@@H:15]([OH:16])[CH2:14][O:13][C:12]1[CH:11]=[C:10]2[C:5]([C:6]([O:18][C:19]3[CH:20]=[C:21]4[C:25](=[CH:26][CH:27]=3)[NH:24][C:23]([CH3:28])=[CH:22]4)=[N:7][CH:8]=[N:9]2)=[CH:4][C:3]=1[O:2][CH3:1])[CH2:32][CH3:33])[CH3:30].